This data is from Forward reaction prediction with 1.9M reactions from USPTO patents (1976-2016). The task is: Predict the product of the given reaction. (1) Given the reactants [F:1][C:2]1[CH:3]=[C:4]([C@:13]2([NH:23][C:24]([C:26]3[CH:34]=[CH:33][C:29]([C:30](O)=[O:31])=[CH:28][CH:27]=3)=[O:25])[C:18]3=[N:19][CH:20]=[CH:21][CH:22]=[C:17]3[O:16][CH2:15][CH2:14]2)[CH:5]=[CH:6][C:7]=1[O:8][C:9]([F:12])([F:11])[F:10].[H-].[H-].[H-].[H-].[Li+].[Al+3], predict the reaction product. The product is: [F:1][C:2]1[CH:3]=[C:4]([C@:13]2([NH:23][C:24](=[O:25])[C:26]3[CH:27]=[CH:28][C:29]([CH2:30][OH:31])=[CH:33][CH:34]=3)[C:18]3=[N:19][CH:20]=[CH:21][CH:22]=[C:17]3[O:16][CH2:15][CH2:14]2)[CH:5]=[CH:6][C:7]=1[O:8][C:9]([F:11])([F:12])[F:10]. (2) Given the reactants [CH3:1][N:2]([CH3:24])[S:3]([N:6]1[CH:10]=[C:9]([C:11]2[C:20]3[C:15](=[C:16]([N+:21]([O-])=O)[CH:17]=[CH:18][CH:19]=3)[S:14][CH2:13][CH:12]=2)[N:8]=[CH:7]1)(=[O:5])=[O:4], predict the reaction product. The product is: [NH2:21][C:16]1[CH:17]=[CH:18][CH:19]=[C:20]2[C:15]=1[S:14][CH2:13][CH2:12][CH:11]2[C:9]1[N:8]=[CH:7][N:6]([S:3]([N:2]([CH3:24])[CH3:1])(=[O:4])=[O:5])[CH:10]=1. (3) The product is: [Cl:1][C:2]1[CH:3]=[CH:4][C:5]([O:36][CH:37]([F:39])[F:38])=[C:6]([C:8]2[C:12]([NH:13][C:14]([C:16]3[CH:17]=[N:18][N:19]4[CH:24]=[CH:23][CH:22]=[N:21][C:20]=34)=[O:15])=[CH:11][N:10]([CH2:25][C:26]([N:28]3[CH2:31][C:30]4([CH2:35][CH2:34][N:33]([CH3:40])[CH2:32]4)[CH2:29]3)=[O:27])[N:9]=2)[CH:7]=1. Given the reactants [Cl:1][C:2]1[CH:3]=[CH:4][C:5]([O:36][CH:37]([F:39])[F:38])=[C:6]([C:8]2[C:12]([NH:13][C:14]([C:16]3[CH:17]=[N:18][N:19]4[CH:24]=[CH:23][CH:22]=[N:21][C:20]=34)=[O:15])=[CH:11][N:10]([CH2:25][C:26]([N:28]3[CH2:31][C:30]4([CH2:35][CH2:34][NH:33][CH2:32]4)[CH2:29]3)=[O:27])[N:9]=2)[CH:7]=1.[CH2:40]=O.[BH4-].[Na+], predict the reaction product. (4) Given the reactants [C:1]([O:5][C:6]([N:8]1[CH2:20][C@@H:19]([CH3:21])[N:18]2[C@H:10]([CH2:11][C:12]3[C:17]2=[N:16][C:15]([CH:22]([OH:24])[CH3:23])=[CH:14][CH:13]=3)[CH2:9]1)=[O:7])([CH3:4])([CH3:3])[CH3:2].FC(F)(F)C(O)=O, predict the reaction product. The product is: [C:1]([O:5][C:6]([N:8]1[CH2:20][C@@H:19]([CH3:21])[N:18]2[C@H:10]([CH2:11][C:12]3[C:17]2=[N:16][C:15]([C@H:22]([OH:24])[CH3:23])=[CH:14][CH:13]=3)[CH2:9]1)=[O:7])([CH3:3])([CH3:2])[CH3:4]. (5) Given the reactants [Cl:1][C:2]1[CH:3]=[C:4]2[C:9](=[CH:10][CH:11]=1)[N:8]=[CH:7][CH:6]=[C:5]2[CH2:12][N:13]1[C:21]([C:22]2[N:26]([CH3:27])[CH:25]=[C:24]([C:28]([OH:30])=O)[CH:23]=2)=[C:20]2[C:15]([N:16]([CH2:34][CH:35]([CH3:37])[CH3:36])[C:17](=[O:33])[N:18]([CH3:32])[C:19]2=[O:31])=[N:14]1.Cl.[O:39]([NH2:41])[CH3:40].C(P(=O)(OCC)OCC)#N, predict the reaction product. The product is: [Cl:1][C:2]1[CH:3]=[C:4]2[C:9](=[CH:10][CH:11]=1)[N:8]=[CH:7][CH:6]=[C:5]2[CH2:12][N:13]1[C:21]([C:22]2[N:26]([CH3:27])[CH:25]=[C:24]([C:28]([NH:41][O:39][CH3:40])=[O:30])[CH:23]=2)=[C:20]2[C:15]([N:16]([CH2:34][CH:35]([CH3:36])[CH3:37])[C:17](=[O:33])[N:18]([CH3:32])[C:19]2=[O:31])=[N:14]1. (6) Given the reactants [CH2:1]([O:8][C:9]1[CH:16]=[CH:15][C:12]([CH:13]=O)=[CH:11][C:10]=1[O:17][CH3:18])[C:2]1[CH:7]=[CH:6][CH:5]=[CH:4][CH:3]=1.[S:19]1[CH2:25][C:23](=[O:24])[NH:22][C:20]1=[S:21].C([O-])(=O)C.[Na+].O, predict the reaction product. The product is: [CH2:1]([O:8][C:9]1[CH:16]=[CH:15][C:12](/[CH:13]=[C:25]2/[C:23](=[O:24])[NH:22][C:20](=[S:21])[S:19]/2)=[CH:11][C:10]=1[O:17][CH3:18])[C:2]1[CH:7]=[CH:6][CH:5]=[CH:4][CH:3]=1.